This data is from Catalyst prediction with 721,799 reactions and 888 catalyst types from USPTO. The task is: Predict which catalyst facilitates the given reaction. (1) Reactant: C([O:8][P:9]([O:19][C:20]1[CH:25]=[CH:24][C:23]([CH:26]([CH3:28])[CH3:27])=[C:22]([O:29][P:30]([O:40]CC2C=CC=CC=2)([O:32]CC2C=CC=CC=2)=[O:31])[CH:21]=1)([O:11]CC1C=CC=CC=1)=[O:10])C1C=CC=CC=1. Product: [P:9]([O:19][C:20]1[CH:25]=[CH:24][C:23]([CH:26]([CH3:28])[CH3:27])=[C:22]([O:29][P:30]([OH:32])([OH:40])=[O:31])[CH:21]=1)([OH:11])([OH:10])=[O:8]. The catalyst class is: 349. (2) Reactant: [C-]#N.[Na+].[NH2:4][C:5]1[C:14]([CH3:15])=[CH:13][C:12](Br)=[CH:11][C:6]=1[C:7]([NH:9][CH3:10])=[O:8].[N:17]1C=CC(C)=C[CH:18]=1. Product: [NH2:4][C:5]1[C:14]([CH3:15])=[CH:13][C:12]([C:18]#[N:17])=[CH:11][C:6]=1[C:7]([NH:9][CH3:10])=[O:8]. The catalyst class is: 205. (3) Reactant: [C:1]1([C:7]2[O:11][N:10]=[CH:9][C:8]=2/[CH:12]=[CH:13]/[C:14]([OH:16])=O)[CH:6]=[CH:5][CH:4]=[CH:3][CH:2]=1.C([N:19](CC)CC)C.C(Cl)(=O)OCC.N. Product: [C:1]1([C:7]2[O:11][N:10]=[CH:9][C:8]=2/[CH:12]=[CH:13]/[C:14]([NH2:19])=[O:16])[CH:6]=[CH:5][CH:4]=[CH:3][CH:2]=1. The catalyst class is: 132. (4) Reactant: [F:1][C:2]([F:20])([F:19])[C:3]1[CH:8]=[CH:7][C:6]([CH:9]2[C:18]3[C:13](=[CH:14][CH:15]=[CH:16][CH:17]=3)[CH2:12][CH2:11][NH:10]2)=[CH:5][CH:4]=1.CCN(C(C)C)C(C)C.[F:30][C:31]1[CH:36]=[CH:35][C:34]([CH2:37][C:38](Cl)=[O:39])=[CH:33][CH:32]=1. Product: [F:30][C:31]1[CH:36]=[CH:35][C:34]([CH2:37][C:38]([N:10]2[CH2:11][CH2:12][C:13]3[C:18](=[CH:17][CH:16]=[CH:15][CH:14]=3)[CH:9]2[C:6]2[CH:5]=[CH:4][C:3]([C:2]([F:1])([F:19])[F:20])=[CH:8][CH:7]=2)=[O:39])=[CH:33][CH:32]=1. The catalyst class is: 2. (5) Reactant: [CH2:1]([NH:4][CH2:5][CH2:6][CH3:7])[CH2:2][CH3:3].Cl[CH2:9][C:10](=[O:12])[CH3:11]. Product: [CH2:1]([N:4]([CH2:9][C:10](=[O:12])[CH3:11])[CH2:5][CH2:6][CH3:7])[CH2:2][CH3:3]. The catalyst class is: 27. (6) Reactant: Cl[CH2:2][C:3]([N:5]([CH3:7])[CH3:6])=[O:4].[F:8][C:9]1[CH:10]=[C:11]([C:17]2[N:18]=[C:19]([CH3:35])[C:20]3[C:25]4([CH2:27][CH2:26]4)[CH2:24][N:23]([C:28]4[CH:29]=[C:30]([OH:34])[CH:31]=[CH:32][CH:33]=4)[C:21]=3[N:22]=2)[CH:12]=[CH:13][C:14]=1[O:15][CH3:16].C(=O)([O-])[O-].[K+].[K+]. Product: [F:8][C:9]1[CH:10]=[C:11]([C:17]2[N:18]=[C:19]([CH3:35])[C:20]3[C:25]4([CH2:27][CH2:26]4)[CH2:24][N:23]([C:28]4[CH:29]=[C:30]([CH:31]=[CH:32][CH:33]=4)[O:34][CH2:2][C:3]([N:5]([CH3:7])[CH3:6])=[O:4])[C:21]=3[N:22]=2)[CH:12]=[CH:13][C:14]=1[O:15][CH3:16]. The catalyst class is: 10. (7) The catalyst class is: 388. Reactant: [Si:1]([O:8][CH2:9][CH2:10][C:11]1[N:12]([CH3:25])[C:13]2[C:18]([CH:19]=1)=[CH:17][C:16]([C:20](=O)[CH2:21][CH2:22][CH3:23])=[CH:15][CH:14]=2)([C:4]([CH3:7])([CH3:6])[CH3:5])([CH3:3])[CH3:2].[CH3:26][O:27][C:28]1[CH:35]=[C:34]([O:36][CH3:37])[CH:33]=[CH:32][C:29]=1[CH2:30][NH2:31].CCN(CC)CC. Product: [Si:1]([O:8][CH2:9][CH2:10][C:11]1[N:12]([CH3:25])[C:13]2[C:18]([CH:19]=1)=[CH:17][C:16]([C:20](=[N:31][CH2:30][C:29]1[CH:32]=[CH:33][C:34]([O:36][CH3:37])=[CH:35][C:28]=1[O:27][CH3:26])[CH2:21][CH2:22][CH3:23])=[CH:15][CH:14]=2)([C:4]([CH3:5])([CH3:7])[CH3:6])([CH3:3])[CH3:2].